This data is from Full USPTO retrosynthesis dataset with 1.9M reactions from patents (1976-2016). The task is: Predict the reactants needed to synthesize the given product. (1) Given the product [CH2:35]([O:34][CH:30]([O:31][CH2:32][CH3:33])[C@@H:29]([N:17]([CH2:18][C:19]1[C:28]2[C:23](=[CH:24][CH:25]=[CH:26][CH:27]=2)[CH:22]=[CH:21][CH:20]=1)[C:15](=[O:16])[C@@H:14]([NH:13][C:10](=[O:12])[CH2:9][N:7]([CH3:8])[NH:6][C:4]([NH:3][CH2:1][CH3:2])=[O:5])[CH3:38])[CH3:37])[CH3:36], predict the reactants needed to synthesize it. The reactants are: [CH2:1]([NH:3][C:4]([NH:6][N:7]([CH2:9][C:10]([OH:12])=O)[CH3:8])=[O:5])[CH3:2].[NH2:13][C@@H:14]([CH3:38])[C:15]([N:17]([C@@H:29]([CH3:37])[CH:30]([O:34][CH2:35][CH3:36])[O:31][CH2:32][CH3:33])[CH2:18][C:19]1[C:28]2[C:23](=[CH:24][CH:25]=[CH:26][CH:27]=2)[CH:22]=[CH:21][CH:20]=1)=[O:16]. (2) The reactants are: [CH:1]([C:4]1[CH2:8][C:7](=[O:9])[NH:6][N:5]=1)([CH3:3])[CH3:2].[Cl:10][C:11]1[C:20]2[C:15](=[CH:16][CH:17]=[CH:18][CH:19]=2)[N+:14]([O-])=[CH:13][CH:12]=1. Given the product [Cl:10][C:11]1[C:20]2[C:15](=[CH:16][CH:17]=[CH:18][CH:19]=2)[NH:14]/[C:13](=[C:8]2/[C:4]([CH:1]([CH3:3])[CH3:2])=[N:5][NH:6][C:7]/2=[O:9])/[CH:12]=1, predict the reactants needed to synthesize it. (3) Given the product [Si:36]([O:35][CH2:34][CH2:33][CH:15]([C:16]1[C:21](=[O:22])[CH:20]=[CH:19][N:18]([C:23]2[CH:24]=[N:25][N:26]([CH3:28])[CH:27]=2)[N:17]=1)[C:14]1[CH:29]=[CH:30][CH:31]=[C:12]([C:9]2[N:10]=[CH:11][C:6]([O:5][CH2:4][CH2:3][O:2][CH3:1])=[CH:7][N:8]=2)[CH:13]=1)([C:39]([CH3:42])([CH3:41])[CH3:40])([CH3:38])[CH3:37], predict the reactants needed to synthesize it. The reactants are: [CH3:1][O:2][CH2:3][CH2:4][O:5][C:6]1[CH:7]=[N:8][C:9]([C:12]2[CH:13]=[C:14]([CH:29]=[CH:30][CH:31]=2)[CH2:15][C:16]2[C:21](=[O:22])[CH:20]=[CH:19][N:18]([C:23]3[CH:24]=[N:25][N:26]([CH3:28])[CH:27]=3)[N:17]=2)=[N:10][CH:11]=1.Br[CH2:33][CH2:34][O:35][Si:36]([C:39]([CH3:42])([CH3:41])[CH3:40])([CH3:38])[CH3:37].[H-].[Na+].[NH4+].[Cl-]. (4) Given the product [CH:25]1([CH2:24][CH2:23][C:12]2[CH:13]=[C:14]([OH:15])[C:9](=[O:8])[NH:10][N:11]=2)[CH2:27][CH2:26]1, predict the reactants needed to synthesize it. The reactants are: C([O:8][C:9]1[N:10]=[N:11][C:12]([C:23]#[C:24][CH:25]2[CH2:27][CH2:26]2)=[CH:13][C:14]=1[O:15]CC1C=CC=CC=1)C1C=CC=CC=1. (5) Given the product [C:1]([N:4]1[C:13]2[C:8](=[CH:9][C:10]([C:14]([NH2:28])=[O:15])=[CH:11][CH:12]=2)[C@H:7]([NH:17][C:18]2[CH:23]=[CH:22][C:21]([F:24])=[CH:20][N:19]=2)[C@@H:6]([CH3:25])[C@@H:5]1[CH3:26])(=[O:3])[CH3:2], predict the reactants needed to synthesize it. The reactants are: [C:1]([N:4]1[C:13]2[C:8](=[CH:9][C:10]([C:14](O)=[O:15])=[CH:11][CH:12]=2)[C@H:7]([NH:17][C:18]2[CH:23]=[CH:22][C:21]([F:24])=[CH:20][N:19]=2)[C@@H:6]([CH3:25])[C@@H:5]1[CH3:26])(=[O:3])[CH3:2].C[N:28](C(ON1N=NC2C=CC=NC1=2)=[N+](C)C)C.F[P-](F)(F)(F)(F)F.[Cl-].[NH4+].CCN(C(C)C)C(C)C.